Dataset: CYP2C19 inhibition data for predicting drug metabolism from PubChem BioAssay. Task: Regression/Classification. Given a drug SMILES string, predict its absorption, distribution, metabolism, or excretion properties. Task type varies by dataset: regression for continuous measurements (e.g., permeability, clearance, half-life) or binary classification for categorical outcomes (e.g., BBB penetration, CYP inhibition). Dataset: cyp2c19_veith. (1) The molecule is COc1cccc(-c2nc(NCc3cccnc3)c3ccccc3n2)c1. The result is 1 (inhibitor). (2) The drug is CC(C)OC(=O)C(CC(=O)O)N1CCOCC1. The result is 0 (non-inhibitor). (3) The result is 0 (non-inhibitor). The compound is Cc1nc2cnc(N3CCOCC3)nc2n(Cc2cccs2)c1=O. (4) The compound is COc1ccc(N(CC(=O)NN=C2CCCC2)S(=O)(=O)c2ccccc2)cc1. The result is 1 (inhibitor).